This data is from Reaction yield outcomes from USPTO patents with 853,638 reactions. The task is: Predict the reaction yield, written as a fraction of the theoretical maximum amount of product (1.0 means a 100% yield; for example, 0.34 means a 34% yield). (1) The reactants are [Cl:1][C:2]1[CH:7]=[CH:6][CH:5]=[CH:4][C:3]=1[C:8]1[CH:17]=[C:11]2[N:12]=[CH:13][NH:14][C:15](=[O:16])[N:10]2[N:9]=1.[I:18]N1C(=O)CCC1=O.O.[O-]S(S([O-])=O)=O.[Na+].[Na+]. The catalyst is C(Cl)(Cl)Cl.C(Cl)Cl. The product is [Cl:1][C:2]1[CH:7]=[CH:6][CH:5]=[CH:4][C:3]=1[C:8]1[C:17]([I:18])=[C:11]2[N:12]=[CH:13][NH:14][C:15](=[O:16])[N:10]2[N:9]=1. The yield is 0.970. (2) The yield is 0.720. The reactants are [NH2:1][CH2:2][CH2:3][N:4]1[C:12]2[CH:11]=[CH:10][CH:9]=[CH:8][C:7]=2[C:6]2[CH2:13][CH2:14][N:15]([C:18]([O:20][C:21]([CH3:24])([CH3:23])[CH3:22])=[O:19])[CH2:16][CH2:17][C:5]1=2.[C:25]1([N:31]=[C:32]=[O:33])[CH:30]=[CH:29][CH:28]=[CH:27][CH:26]=1. The catalyst is C1COCC1. The product is [NH:31]([C:32]([NH:1][CH2:2][CH2:3][N:4]1[C:12]2[CH:11]=[CH:10][CH:9]=[CH:8][C:7]=2[C:6]2[CH2:13][CH2:14][N:15]([C:18]([O:20][C:21]([CH3:24])([CH3:23])[CH3:22])=[O:19])[CH2:16][CH2:17][C:5]1=2)=[O:33])[C:25]1[CH:30]=[CH:29][CH:28]=[CH:27][CH:26]=1. (3) No catalyst specified. The yield is 0.500. The product is [CH2:11]([N:18]1[CH2:23][CH2:22][CH:21]([CH3:24])[CH:20]([N:25]([CH3:26])[C:2]2[C:3]3[CH:10]=[CH:9][NH:8][C:4]=3[N:5]=[CH:6][N:7]=2)[CH2:19]1)[C:12]1[CH:13]=[CH:14][CH:15]=[CH:16][CH:17]=1. The reactants are Cl[C:2]1[N:7]=[CH:6][NH:5][C:4]2=[N:8][CH:9]=[CH:10][C:3]=12.[CH2:11]([N:18]1[CH2:23][CH2:22][CH:21]([CH3:24])[CH:20]([NH:25][CH3:26])[CH2:19]1)[C:12]1[CH:17]=[CH:16][CH:15]=[CH:14][CH:13]=1.C(N(CC)CC)C.